From a dataset of Forward reaction prediction with 1.9M reactions from USPTO patents (1976-2016). Predict the product of the given reaction. Given the reactants Cl.Cl.[O:3]1[C:8]2=[CH:9][CH:10]=[CH:11][C:7]2=[CH:6][C:5]([CH:12]2[CH2:17][CH2:16][CH2:15][CH2:14][N:13]2[CH2:18][CH2:19][C@H:20]2[CH2:25][CH2:24][C@H:23]([NH2:26])[CH2:22][CH2:21]2)=[CH:4]1.[O:27]=[S:28]1(=[O:43])[CH2:33][CH2:32][N:31]([C:34]2[CH:42]=[CH:41][C:37]([C:38](O)=[O:39])=[CH:36][CH:35]=2)[CH2:30][CH2:29]1, predict the reaction product. The product is: [O:3]1[C:8]2=[CH:9][CH:10]=[CH:11][C:7]2=[CH:6][C:5]([CH:12]2[CH2:17][CH2:16][CH2:15][CH2:14][N:13]2[CH2:18][CH2:19][C@H:20]2[CH2:21][CH2:22][C@H:23]([NH:26][C:38](=[O:39])[C:37]3[CH:41]=[CH:42][C:34]([N:31]4[CH2:30][CH2:29][S:28](=[O:43])(=[O:27])[CH2:33][CH2:32]4)=[CH:35][CH:36]=3)[CH2:24][CH2:25]2)=[CH:4]1.